This data is from NCI-60 drug combinations with 297,098 pairs across 59 cell lines. The task is: Regression. Given two drug SMILES strings and cell line genomic features, predict the synergy score measuring deviation from expected non-interaction effect. (1) Drug 1: CC1=CC=C(C=C1)C2=CC(=NN2C3=CC=C(C=C3)S(=O)(=O)N)C(F)(F)F. Drug 2: CC=C1C(=O)NC(C(=O)OC2CC(=O)NC(C(=O)NC(CSSCCC=C2)C(=O)N1)C(C)C)C(C)C. Cell line: CCRF-CEM. Synergy scores: CSS=15.5, Synergy_ZIP=1.09, Synergy_Bliss=-0.0398, Synergy_Loewe=-48.3, Synergy_HSA=-5.33. (2) Drug 1: C(CCl)NC(=O)N(CCCl)N=O. Drug 2: CC1C(C(CC(O1)OC2CC(CC3=C2C(=C4C(=C3O)C(=O)C5=CC=CC=C5C4=O)O)(C(=O)C)O)N)O. Cell line: OVCAR3. Synergy scores: CSS=31.8, Synergy_ZIP=2.53, Synergy_Bliss=0.525, Synergy_Loewe=-26.3, Synergy_HSA=-2.43.